From a dataset of Forward reaction prediction with 1.9M reactions from USPTO patents (1976-2016). Predict the product of the given reaction. (1) Given the reactants [Br:1][C:2]1[CH:10]=[CH:9][CH:8]=[C:7]2[C:3]=1[CH2:4][CH2:5][C:6]2=O.C(O)(C(F)(F)F)=O.[SiH](CC)(CC)CC.[NH4+].[Cl-], predict the reaction product. The product is: [Br:1][C:2]1[CH:10]=[CH:9][CH:8]=[C:7]2[C:3]=1[CH2:4][CH2:5][CH2:6]2. (2) Given the reactants [F:1][CH:2]([F:28])[O:3][C:4]1[CH:27]=[CH:26][CH:25]=[CH:24][C:5]=1[CH2:6][S:7]([CH2:10][CH:11]([CH2:15][C:16]([N:18]1[CH2:23][CH2:22][O:21][CH2:20][CH2:19]1)=[O:17])[C:12](O)=[O:13])(=[O:9])=[O:8].[NH2:29][CH:30]([CH2:42][O:43][CH3:44])[CH:31]([C:33]1[O:34][C:35]2[CH:41]=[CH:40][CH:39]=[CH:38][C:36]=2[N:37]=1)[OH:32].C1C=CC2N(O)N=NC=2C=1.C(Cl)CCl.CN1CCOCC1, predict the reaction product. The product is: [O:34]1[C:35]2[CH:41]=[CH:40][CH:39]=[CH:38][C:36]=2[N:37]=[C:33]1[CH:31]([OH:32])[CH:30]([NH:29][C:12](=[O:13])[CH:11]([CH2:10][S:7]([CH2:6][C:5]1[CH:24]=[CH:25][CH:26]=[CH:27][C:4]=1[O:3][CH:2]([F:28])[F:1])(=[O:8])=[O:9])[CH2:15][C:16]([N:18]1[CH2:19][CH2:20][O:21][CH2:22][CH2:23]1)=[O:17])[CH2:42][O:43][CH3:44]. (3) Given the reactants Cl[CH2:2][C:3]1[CH:23]=[CH:22][C:6]([O:7][CH2:8][CH2:9][C:10]2[N:11]=[C:12]([C:16]3[CH:21]=[CH:20][CH:19]=[CH:18][CH:17]=3)[O:13][C:14]=2[CH3:15])=[CH:5][CH:4]=1.[OH:24][C:25]1[CH:30]=[CH:29][CH:28]=[CH:27][C:26]=1[CH2:31][C:32]([O:34][CH3:35])=[O:33].CN(C)C=O.[H-].[Na+], predict the reaction product. The product is: [CH3:15][C:14]1[O:13][C:12]([C:16]2[CH:21]=[CH:20][CH:19]=[CH:18][CH:17]=2)=[N:11][C:10]=1[CH2:9][CH2:8][O:7][C:6]1[CH:22]=[CH:23][C:3]([CH2:2][O:24][C:25]2[CH:30]=[CH:29][CH:28]=[CH:27][C:26]=2[CH2:31][C:32]([O:34][CH3:35])=[O:33])=[CH:4][CH:5]=1. (4) Given the reactants [NH2:1][CH2:2][CH2:3][C:4]1[N:5]=[C:6]([NH:9][C:10]2[C:15]([O:16][CH2:17][C:18]3[CH:23]=[CH:22][CH:21]=[CH:20][CH:19]=3)=[CH:14][CH:13]=[CH:12][N:11]=2)[S:7][CH:8]=1.[N:24]([CH2:27][CH3:28])=[C:25]=[O:26], predict the reaction product. The product is: [CH2:17]([O:16][C:15]1[C:10]([NH:9][C:6]2[S:7][CH:8]=[C:4]([CH2:3][CH2:2][NH:1][C:25]([NH:24][CH2:27][CH3:28])=[O:26])[N:5]=2)=[N:11][CH:12]=[CH:13][CH:14]=1)[C:18]1[CH:23]=[CH:22][CH:21]=[CH:20][CH:19]=1. (5) Given the reactants [OH:1][C:2]1[C:15]2[C:14](=[O:16])[C:13]3[C:8](=[CH:9][CH:10]=[CH:11][CH:12]=3)[S:7][C:6]=2[C:5]([OH:17])=[CH:4][CH:3]=1.C(=O)([O-])[O-].[K+].[K+].Br[CH2:25][CH2:26][Cl:27], predict the reaction product. The product is: [Cl:27][CH:26]([O:1][C:2]1[C:15]2[C:14](=[O:16])[C:13]3[C:8](=[CH:9][CH:10]=[CH:11][CH:12]=3)[S:7][C:6]=2[C:5]([OH:17])=[CH:4][CH:3]=1)[CH3:25]. (6) Given the reactants [CH3:1][O:2][C:3](=[O:15])[CH2:4][C@H:5]([C:7]1[CH:12]=[CH:11][C:10]([CH2:13][OH:14])=[CH:9][CH:8]=1)[CH3:6].C(N(CC)CC)C.[CH3:23][S:24](Cl)(=[O:26])=[O:25], predict the reaction product. The product is: [CH3:1][O:2][C:3](=[O:15])[CH2:4][C@H:5]([C:7]1[CH:8]=[CH:9][C:10]([CH2:13][O:14][S:24]([CH3:23])(=[O:26])=[O:25])=[CH:11][CH:12]=1)[CH3:6]. (7) Given the reactants [Cl:1][C:2]1[N:7]=[C:6](Cl)[C:5]([Cl:9])=[CH:4][N:3]=1.[CH2:10]([NH2:13])[C:11]#[CH:12].C(=O)([O-])[O-].[K+].[K+].C1COCC1, predict the reaction product. The product is: [Cl:1][C:2]1[N:7]=[C:6]([NH:13][CH2:10][C:11]#[CH:12])[C:5]([Cl:9])=[CH:4][N:3]=1.